From a dataset of Forward reaction prediction with 1.9M reactions from USPTO patents (1976-2016). Predict the product of the given reaction. (1) Given the reactants [C:1]([C:5]1[CH:10]=[CH:9][C:8]([C:11]2[N:12]([C:32](Cl)=[O:33])[C@@:13]([C:25]3[CH:30]=[CH:29][C:28]([Cl:31])=[CH:27][CH:26]=3)([CH3:24])[C@@:14]([C:17]3[CH:22]=[CH:21][C:20]([Cl:23])=[CH:19][CH:18]=3)([CH3:16])[N:15]=2)=[C:7]([O:35][CH2:36][CH3:37])[CH:6]=1)([CH3:4])([CH3:3])[CH3:2].Cl.Cl.[N:40]1([CH2:46][CH2:47][NH:48][C:49](=[O:51])[CH3:50])[CH2:45][CH2:44][NH:43][CH2:42][CH2:41]1, predict the reaction product. The product is: [C:1]([C:5]1[CH:10]=[CH:9][C:8]([C:11]2[N:12]([C:32]([N:43]3[CH2:44][CH2:45][N:40]([CH2:46][CH2:47][NH:48][C:49](=[O:51])[CH3:50])[CH2:41][CH2:42]3)=[O:33])[C@@:13]([C:25]3[CH:26]=[CH:27][C:28]([Cl:31])=[CH:29][CH:30]=3)([CH3:24])[C@@:14]([C:17]3[CH:22]=[CH:21][C:20]([Cl:23])=[CH:19][CH:18]=3)([CH3:16])[N:15]=2)=[C:7]([O:35][CH2:36][CH3:37])[CH:6]=1)([CH3:2])([CH3:3])[CH3:4]. (2) The product is: [C:20]([CH:19]1[C:13](=[O:15])[CH2:12][CH2:11][N:10]([C:8]([O:7][C:3]([CH3:4])([CH3:5])[CH3:6])=[O:9])[CH2:18]1)#[N:21]. Given the reactants [H-].[Na+].[C:3]([O:7][C:8]([N:10]([CH2:18][CH2:19][C:20]#[N:21])[CH2:11][CH2:12][C:13]([O:15]CC)=O)=[O:9])([CH3:6])([CH3:5])[CH3:4], predict the reaction product. (3) Given the reactants [Cl:1][C:2]([Cl:11])=[C:3]([O:9][CH3:10])[O:4][Si](C)(C)C.ClCCl.Br[C:16]12[CH2:25][CH:20]3[CH2:21][CH:22]([CH2:24][CH:18]([CH2:19]3)[CH2:17]1)[CH2:23]2.CO, predict the reaction product. The product is: [CH3:10][O:9][C:3](=[O:4])[C:2]([C:16]12[CH2:25][CH:20]3[CH2:21][CH:22]([CH2:24][CH:18]([CH2:19]3)[CH2:17]1)[CH2:23]2)([Cl:11])[Cl:1]. (4) Given the reactants [F:1][C:2]([F:25])([F:24])[C:3]([C:6]1[CH:11]=[CH:10][C:9]([C:12]2[N:16]=[C:15]([C:17]3[CH:18]=[CH:19][C:20](=[O:23])[NH:21][CH:22]=3)[O:14][N:13]=2)=[CH:8][CH:7]=1)([CH3:5])[CH3:4].[N+:26]([C:29]1[CH:36]=[CH:35][C:32]([CH2:33]Br)=[CH:31][CH:30]=1)([O-:28])=[O:27], predict the reaction product. The product is: [N+:26]([C:29]1[CH:36]=[CH:35][C:32]([CH2:33][N:21]2[CH:22]=[C:17]([C:15]3[O:14][N:13]=[C:12]([C:9]4[CH:10]=[CH:11][C:6]([C:3]([CH3:5])([CH3:4])[C:2]([F:1])([F:24])[F:25])=[CH:7][CH:8]=4)[N:16]=3)[CH:18]=[CH:19][C:20]2=[O:23])=[CH:31][CH:30]=1)([O-:28])=[O:27].